This data is from Full USPTO retrosynthesis dataset with 1.9M reactions from patents (1976-2016). The task is: Predict the reactants needed to synthesize the given product. (1) Given the product [C:1]1([C:7]2[N:12]=[C:11]3[C:13]([OH:17])=[CH:14][O:15][CH2:16][C:10]3=[CH:9][CH:8]=2)[CH:2]=[CH:3][CH:4]=[CH:5][CH:6]=1, predict the reactants needed to synthesize it. The reactants are: [C:1]1([C:7]2[N:12]=[C:11]3[C:13](=[O:17])[CH2:14][O:15][CH2:16][C:10]3=[CH:9][CH:8]=2)[CH:6]=[CH:5][CH:4]=[CH:3][CH:2]=1.CC(C[AlH]CC(C)C)C. (2) Given the product [F:51][C:45]1[C:46]([F:50])=[CH:47][CH:48]=[CH:49][C:44]=1[NH:43][C:41](=[O:42])[CH2:40][C:38]1[NH:37][N:36]=[C:35]([NH:34][C:28]2[C:27]3[C:32](=[CH:33][C:24]([O:23][CH2:22][CH2:21][CH2:20][N:16]4[CH2:17][CH2:18][CH2:19][C@@H:15]4[CH2:14][OH:13])=[C:25]([O:52][CH3:53])[CH:26]=3)[N:31]=[CH:30][N:29]=2)[CH:39]=1, predict the reactants needed to synthesize it. The reactants are: P([O:13][CH2:14][C@H:15]1[CH2:19][CH2:18][CH2:17][N:16]1[CH2:20][CH2:21][CH2:22][O:23][C:24]1[CH:33]=[C:32]2[C:27]([C:28]([NH:34][C:35]3[CH:39]=[C:38]([CH2:40][C:41]([NH:43][C:44]4[CH:49]=[CH:48][CH:47]=[C:46]([F:50])[C:45]=4[F:51])=[O:42])[NH:37][N:36]=3)=[N:29][CH:30]=[N:31]2)=[CH:26][C:25]=1[O:52][CH3:53])(OC(C)(C)C)(OC(C)(C)C)=O.N1CCC[C@@H]1CO. (3) Given the product [Cl:25][C:20]1[C:21]([O:23][CH3:24])=[CH:22][C:17]([NH:16][C:14]2[C:13]([F:28])=[CH:12][N:11]=[C:10]([NH:5][C:4]3[CH:6]=[CH:7][CH:8]=[C:2]([OH:1])[CH:3]=3)[N:15]=2)=[C:18]([O:26][CH3:27])[CH:19]=1, predict the reactants needed to synthesize it. The reactants are: [OH:1][C:2]1[CH:3]=[C:4]([CH:6]=[CH:7][CH:8]=1)[NH2:5].Cl[C:10]1[N:15]=[C:14]([NH:16][C:17]2[CH:22]=[C:21]([O:23][CH3:24])[C:20]([Cl:25])=[CH:19][C:18]=2[O:26][CH3:27])[C:13]([F:28])=[CH:12][N:11]=1. (4) Given the product [S:29]1[C:33]2[CH:34]=[CH:35][CH:36]=[CH:37][C:32]=2[N:31]=[C:30]1[S:38][CH2:39][C@H:40]([NH:23][C:4]1[N:3]=[C:2]([Cl:1])[N:10]=[C:9]2[C:5]=1[N:6]=[CH:7][N:8]2[C@@H:11]1[CH2:15][C@H:14]([NH:16][C:17](=[O:20])[CH2:18][CH3:19])[C@@H:13]([OH:21])[C@H:12]1[OH:22])[CH3:41], predict the reactants needed to synthesize it. The reactants are: [Cl:1][C:2]1[N:10]=[C:9]2[C:5]([N:6]=[CH:7][N:8]2[C@@H:11]2[CH2:15][C@H:14]([NH:16][C:17](=[O:20])[CH2:18][CH3:19])[C@@H:13]([OH:21])[C@H:12]2[OH:22])=[C:4]([NH:23]C2CCCC2)[N:3]=1.[S:29]1[C:33]2[CH:34]=[CH:35][CH:36]=[CH:37][C:32]=2[N:31]=[C:30]1[S:38][CH2:39][C@@H:40](N)[CH3:41]. (5) Given the product [CH2:1]([O:3][C:4]1[CH:9]=[CH:8][C:7]([C:10]([F:13])([F:12])[F:11])=[CH:6][C:5]=1[C:14]1[C:15]2[N:22]([CH2:23][O:24][CH2:25][CH2:26][Si:27]([CH3:28])([CH3:30])[CH3:29])[C:21]([CH3:31])=[C:20]([C:32]([NH:35][CH:36]3[CH2:37][CH2:38][N:39]([C:42]([O:44][C:45]([CH3:48])([CH3:47])[CH3:46])=[O:43])[CH2:40][CH2:41]3)=[O:33])[C:16]=2[N:17]=[CH:18][N:19]=1)[CH3:2], predict the reactants needed to synthesize it. The reactants are: [CH2:1]([O:3][C:4]1[CH:9]=[CH:8][C:7]([C:10]([F:13])([F:12])[F:11])=[CH:6][C:5]=1[C:14]1[C:15]2[N:22]([CH2:23][O:24][CH2:25][CH2:26][Si:27]([CH3:30])([CH3:29])[CH3:28])[C:21]([CH3:31])=[C:20]([C:32](O)=[O:33])[C:16]=2[N:17]=[CH:18][N:19]=1)[CH3:2].[NH2:35][CH:36]1[CH2:41][CH2:40][N:39]([C:42]([O:44][C:45]([CH3:48])([CH3:47])[CH3:46])=[O:43])[CH2:38][CH2:37]1. (6) Given the product [NH2:17][C:15]1[S:16][CH:2]=[C:3]([C:5]2[CH:13]=[CH:12][C:8]([C:9]([OH:11])=[O:10])=[CH:7][CH:6]=2)[N:14]=1, predict the reactants needed to synthesize it. The reactants are: Br[CH2:2][C:3]([C:5]1[CH:13]=[CH:12][C:8]([C:9]([OH:11])=[O:10])=[CH:7][CH:6]=1)=O.[NH2:14][C:15]([NH2:17])=[S:16].CC([O-])=O.[Na+]. (7) Given the product [Cl:1][C:2]1[C:7]([C:8](=[O:10])[CH3:9])=[CH:6][CH:5]=[CH:4][N:3]=1, predict the reactants needed to synthesize it. The reactants are: [Cl:1][C:2]1[C:7]([CH:8]([OH:10])[CH3:9])=[CH:6][CH:5]=[CH:4][N:3]=1.C(O)(C)C.C([O-])(O)=O.[Na+].